Dataset: Reaction yield outcomes from USPTO patents with 853,638 reactions. Task: Predict the reaction yield, written as a fraction of the theoretical maximum amount of product (1.0 means a 100% yield; for example, 0.34 means a 34% yield). (1) The reactants are [CH2:1]([O:3][C:4](=[O:18])[CH:5]([O:7][C:8]1[CH:13]=[CH:12][C:11]([C:14]([F:17])([F:16])[F:15])=[CH:10][CH:9]=1)[CH3:6])[CH3:2].[CH2:19]([O:26][C:27]1[CH:28]=[C:29]([CH:32]=[CH:33][CH:34]=1)[CH:30]=[O:31])[C:20]1[CH:25]=[CH:24][CH:23]=[CH:22][CH:21]=1.C(O)(=O)C. The catalyst is C1COCC1.[NH4+].[Cl-]. The product is [CH2:1]([O:3][C:4](=[O:18])[C:5]([CH3:6])([O:7][C:8]1[CH:13]=[CH:12][C:11]([C:14]([F:16])([F:15])[F:17])=[CH:10][CH:9]=1)[CH:30]([C:29]1[CH:32]=[CH:33][CH:34]=[C:27]([O:26][CH2:19][C:20]2[CH:21]=[CH:22][CH:23]=[CH:24][CH:25]=2)[CH:28]=1)[OH:31])[CH3:2]. The yield is 0.440. (2) The reactants are [CH2:1]([O:3][C:4]([C:6]1[CH:7]=[N:8][C:9]2[C:14]([C:15]=1Cl)=[CH:13][CH:12]=[CH:11][C:10]=2[O:17][CH3:18])=[O:5])[CH3:2].[CH2:19]([NH2:21])[CH3:20]. No catalyst specified. The product is [CH2:1]([O:3][C:4]([C:6]1[CH:7]=[N:8][C:9]2[C:14]([C:15]=1[NH:21][CH2:19][CH3:20])=[CH:13][CH:12]=[CH:11][C:10]=2[O:17][CH3:18])=[O:5])[CH3:2]. The yield is 1.00. (3) The reactants are [F:1][C:2]1[C:7]([OH:8])=[CH:6][CH:5]=[C:4]([F:9])[C:3]=1[C:10]([NH2:12])=[O:11].[F:13][C:14]([F:27])([F:26])[C:15]1[CH:16]=[CH:17][C:18]2[S:22][C:21]([CH2:23]O)=[CH:20][C:19]=2[CH:25]=1. No catalyst specified. The product is [F:1][C:2]1[C:7]([O:8][CH2:23][C:21]2[S:22][C:18]3[CH:17]=[CH:16][C:15]([C:14]([F:26])([F:13])[F:27])=[CH:25][C:19]=3[CH:20]=2)=[CH:6][CH:5]=[C:4]([F:9])[C:3]=1[C:10]([NH2:12])=[O:11]. The yield is 0.0300. (4) The reactants are [F:1][C:2]1[CH:7]=[C:6]([C:8]2[CH:9]=[C:10]3[C:16]([C:17]4[CH:18]=[N:19][N:20]([CH2:22][CH2:23][C:24]5[CH:29]=[CH:28][CH:27]=[CH:26][CH:25]=5)[CH:21]=4)=[CH:15][N:14]([S:30]([C:33]4[CH:39]=[CH:38][C:36]([CH3:37])=[CH:35][CH:34]=4)(=[O:32])=[O:31])[C:11]3=[N:12][CH:13]=2)[CH:5]=[CH:4][C:3]=1[C:40]1[CH2:45][CH2:44][N:43]([C:46]([O:48][C:49]([CH3:52])([CH3:51])[CH3:50])=[O:47])[CH2:42][CH:41]=1. The catalyst is [N+](C1C=C(C=CC=1)CN1C=C(B2OC(C)(C)C(C)(C)O2)C=N1)([O-])=O.[OH-].[Pd+2].[OH-]. The product is [F:1][C:2]1[CH:7]=[C:6]([C:8]2[CH:9]=[C:10]3[C:16]([C:17]4[CH:18]=[N:19][N:20]([CH2:22][CH2:23][C:24]5[CH:25]=[CH:26][CH:27]=[CH:28][CH:29]=5)[CH:21]=4)=[CH:15][N:14]([S:30]([C:33]4[CH:39]=[CH:38][C:36]([CH3:37])=[CH:35][CH:34]=4)(=[O:31])=[O:32])[C:11]3=[N:12][CH:13]=2)[CH:5]=[CH:4][C:3]=1[CH:40]1[CH2:41][CH2:42][N:43]([C:46]([O:48][C:49]([CH3:52])([CH3:51])[CH3:50])=[O:47])[CH2:44][CH2:45]1. The yield is 0.740.